The task is: Predict which catalyst facilitates the given reaction.. This data is from Catalyst prediction with 721,799 reactions and 888 catalyst types from USPTO. (1) Reactant: [F:1][C:2]1[CH:7]=[CH:6][C:5]([CH3:8])=[CH:4][C:3]=1[NH:9][C:10]([NH:12][C:13]1[CH:37]=[CH:36][C:16]([O:17][C:18]2[CH:23]=[CH:22][N:21]=[C:20]([C:24]3[NH:28][CH:27]=[C:26]([C:29](NCCC=O)=[O:30])[CH:25]=3)[CH:19]=2)=[CH:15][CH:14]=1)=[O:11].[OH:38][CH:39]1[CH2:44][CH2:43][NH:42][CH2:41][CH2:40]1.[C:45](O)(=O)[CH3:46].[C:49]([BH3-])#[N:50].[Na+].C1COCC1. Product: [F:1][C:2]1[CH:7]=[CH:6][C:5]([CH3:8])=[CH:4][C:3]=1[NH:9][C:10]([NH:12][C:13]1[CH:14]=[CH:15][C:16]([O:17][C:18]2[CH:23]=[CH:22][N:21]=[C:20]([C:24]3[NH:28][CH:27]=[C:26]([C:29]([NH:50][CH2:49][CH2:45][CH2:46][N:42]4[CH2:43][CH2:44][CH:39]([OH:38])[CH2:40][CH2:41]4)=[O:30])[CH:25]=3)[CH:19]=2)=[CH:36][CH:37]=1)=[O:11]. The catalyst class is: 18. (2) Reactant: [CH3:1][N:2]1[CH2:6][CH2:5][CH:4]([OH:7])[CH2:3]1.[H-].[Na+].Cl[C:11]1[C:12]2[N:13]([CH:32]=[CH:33][N:34]=2)[C:14]([C:25]2[CH:30]=[CH:29][C:28]([CH3:31])=[CH:27][CH:26]=2)=[C:15]([C:17]2[CH:24]=[CH:23][C:20]([C:21]#[N:22])=[CH:19][CH:18]=2)[N:16]=1. Product: [CH3:31][C:28]1[CH:27]=[CH:26][C:25]([C:14]2[N:13]3[CH:32]=[CH:33][N:34]=[C:12]3[C:11]([O:7][CH:4]3[CH2:5][CH2:6][N:2]([CH3:1])[CH2:3]3)=[N:16][C:15]=2[C:17]2[CH:24]=[CH:23][C:20]([C:21]#[N:22])=[CH:19][CH:18]=2)=[CH:30][CH:29]=1. The catalyst class is: 121. (3) Reactant: Br[Mg][C:3]#[CH:4].[Si:5]([O:12][CH2:13][CH2:14][C:15](=[O:20])[C:16]([O:18][CH3:19])=[O:17])([C:8]([CH3:11])([CH3:10])[CH3:9])([CH3:7])[CH3:6]. Product: [Si:5]([O:12][CH2:13][CH2:14][C:15]([OH:20])([C:3]#[CH:4])[C:16]([O:18][CH3:19])=[O:17])([C:8]([CH3:10])([CH3:9])[CH3:11])([CH3:7])[CH3:6]. The catalyst class is: 1. (4) Reactant: [CH3:1][O:2][C:3](=[O:31])[C:4]1[CH:9]=[C:8]([CH2:10][C@H:11]([NH2:24])[C:12](=[O:23])[NH:13][CH2:14][C:15]2[CH:20]=[CH:19][C:18]([O:21][CH3:22])=[CH:17][CH:16]=2)[CH:7]=[CH:6][C:5]=1[O:25][CH2:26][C:27]([O:29][CH3:30])=[O:28].[C:32]1([S:38](Cl)(=[O:40])=[O:39])[CH:37]=[CH:36][CH:35]=[CH:34][CH:33]=1. Product: [CH3:1][O:2][C:3](=[O:31])[C:4]1[CH:9]=[C:8]([CH2:10][C@H:11]([NH:24][S:38]([C:32]2[CH:37]=[CH:36][CH:35]=[CH:34][CH:33]=2)(=[O:40])=[O:39])[C:12](=[O:23])[NH:13][CH2:14][C:15]2[CH:20]=[CH:19][C:18]([O:21][CH3:22])=[CH:17][CH:16]=2)[CH:7]=[CH:6][C:5]=1[O:25][CH2:26][C:27]([O:29][CH3:30])=[O:28]. The catalyst class is: 298. (5) Reactant: [NH2:1][C:2]1[CH:3]=[CH:4][C:5]([F:8])=[N:6][CH:7]=1.[C:9]([O:13][C:14]([N:16]1[CH2:21][CH2:20][CH:19]([C:22]2[S:23][CH:24]=[C:25]([CH:27]=O)[N:26]=2)[CH2:18][CH2:17]1)=[O:15])([CH3:12])([CH3:11])[CH3:10].C(O[BH-](OC(=O)C)OC(=O)C)(=O)C.[Na+]. Product: [C:9]([O:13][C:14]([N:16]1[CH2:17][CH2:18][CH:19]([C:22]2[S:23][CH:24]=[C:25]([CH2:27][NH:1][C:2]3[CH:7]=[N:6][C:5]([F:8])=[CH:4][CH:3]=3)[N:26]=2)[CH2:20][CH2:21]1)=[O:15])([CH3:12])([CH3:11])[CH3:10]. The catalyst class is: 2. (6) Reactant: [C:1](Cl)(=[O:5])[C:2](Cl)=O.CS(C)=O.C([C:13]1[C:22]2[C:17](=[CH:18][C:19]([CH3:23])=[CH:20][CH:21]=2)[C:16](CC)=[C:15]([CH:26]([P:28](=O)([O-:30])[O-:29])[OH:27])[C:14]=1[Br:32])C.[CH2:33](N(CC)CC)[CH3:34]. Product: [Br:32][C:14]1[C:15]([C:26]([P:28](=[O:29])([O:5][CH2:1][CH3:2])[O:30][CH2:33][CH3:34])=[O:27])=[CH:16][C:17]2[C:22]([CH:13]=1)=[CH:21][CH:20]=[C:19]([CH3:23])[CH:18]=2. The catalyst class is: 34.